This data is from Catalyst prediction with 721,799 reactions and 888 catalyst types from USPTO. The task is: Predict which catalyst facilitates the given reaction. (1) Reactant: [CH2:1]([O:8][CH2:9][CH2:10][N:11]1[C:19]2[C:14](=[C:15](Br)[CH:16]=[CH:17][CH:18]=2)[C:13]([O:21][C@@H:22]2[O:48][C@H:47]([CH2:49][O:50][C:51](=[O:56])[C:52]([CH3:55])([CH3:54])[CH3:53])[C@@H:39]([O:40][C:41](=[O:46])[C:42]([CH3:45])([CH3:44])[CH3:43])[C@H:31]([O:32][C:33](=[O:38])[C:34]([CH3:37])([CH3:36])[CH3:35])[C@H:23]2[O:24][C:25](=[O:30])[C:26]([CH3:29])([CH3:28])[CH3:27])=[N:12]1)[C:2]1[CH:7]=[CH:6][CH:5]=[CH:4][CH:3]=1.[Br-].[CH2:58]([Zn+])[C:59]1[CH:64]=[CH:63][CH:62]=[CH:61][CH:60]=1.Cl. Product: [CH2:58]([C:15]1[CH:16]=[CH:17][CH:18]=[C:19]2[C:14]=1[C:13]([O:21][C@@H:22]1[O:48][C@H:47]([CH2:49][O:50][C:51](=[O:56])[C:52]([CH3:55])([CH3:54])[CH3:53])[C@@H:39]([O:40][C:41](=[O:46])[C:42]([CH3:43])([CH3:44])[CH3:45])[C@H:31]([O:32][C:33](=[O:38])[C:34]([CH3:37])([CH3:35])[CH3:36])[C@H:23]1[O:24][C:25](=[O:30])[C:26]([CH3:27])([CH3:28])[CH3:29])=[N:12][N:11]2[CH2:10][CH2:9][O:8][CH2:1][C:2]1[CH:3]=[CH:4][CH:5]=[CH:6][CH:7]=1)[C:59]1[CH:64]=[CH:63][CH:62]=[CH:61][CH:60]=1. The catalyst class is: 602. (2) Reactant: C(OC(=O)[NH:7][CH2:8][C:9]1[C:10]([CH:15]([CH3:17])[CH3:16])=[N:11][CH:12]=[N:13][CH:14]=1)(C)(C)C.[ClH:19]. Product: [ClH:19].[ClH:19].[CH:15]([C:10]1[C:9]([CH2:8][NH2:7])=[CH:14][N:13]=[CH:12][N:11]=1)([CH3:17])[CH3:16]. The catalyst class is: 2. (3) Reactant: [Cl:1][C:2]1[CH:11]=[CH:10][C:5]([C:6]([O:8]C)=[O:7])=[C:4]([CH:12]=[O:13])[CH:3]=1.[Li+].[OH-].CO.Cl. Product: [Cl:1][C:2]1[CH:11]=[CH:10][C:5]([C:6]([OH:8])=[O:7])=[C:4]([CH:12]=[O:13])[CH:3]=1. The catalyst class is: 6. (4) Reactant: [CH2:1]([C:3]1[N:8]=[CH:7][C:6]([C:9]2[CH:14]=[CH:13][C:12]([S:15]([NH:18][C:19]3[C:28]([F:29])=[C:27]([F:30])[C:22]([C:23]([O:25]C)=[O:24])=[C:21]([F:31])[C:20]=3[F:32])(=[O:17])=[O:16])=[CH:11][CH:10]=2)=[CH:5][N:4]=1)[CH3:2].[OH-].[Li+].Cl. Product: [CH2:1]([C:3]1[N:8]=[CH:7][C:6]([C:9]2[CH:14]=[CH:13][C:12]([S:15]([NH:18][C:19]3[C:20]([F:32])=[C:21]([F:31])[C:22]([C:23]([OH:25])=[O:24])=[C:27]([F:30])[C:28]=3[F:29])(=[O:17])=[O:16])=[CH:11][CH:10]=2)=[CH:5][N:4]=1)[CH3:2]. The catalyst class is: 5. (5) Reactant: [OH:1][N:2]=[CH:3][C:4]1[CH:5]=[CH:6][C:7]([O:12][CH3:13])=[C:8]([CH:11]=1)[C:9]#[N:10].[ClH:14]. Product: [C:9]([C:8]1[CH:11]=[C:4]([C:3]([Cl:14])=[N:2][OH:1])[CH:5]=[CH:6][C:7]=1[O:12][CH3:13])#[N:10]. The catalyst class is: 3. (6) Reactant: [K+].[Br-:2].C(OC(N1CCN(C2N=C3C(N=C([C:25]4[C:26](=O)[NH:27][CH:28]=[CH:29][C:30]=4Cl)N3)=C(C)N=2)CC1)=O)(C)(C)C.C(OC(N1CCN(C2N=C3C(N=C(C4C(OC)=N[CH:59]=[CH:60][C:61]=4I)N3)=C(C)N=2)CC1)=O)(C)(C)C.Cl.C(N(CC)CC)C.[C:82](O[C:82]([O:84][C:85]([CH3:88])([CH3:87])[CH3:86])=[O:83])([O:84][C:85]([CH3:88])([CH3:87])[CH3:86])=[O:83].[C:89]([O-:92])(O)=O.[Na+]. Product: [C:85]([O:84][C:82](=[O:83])[NH:27][C@H:28]([CH2:89][OH:92])[CH2:29][C:30]1[CH:25]=[CH:26][CH:59]=[C:60]([Br:2])[CH:61]=1)([CH3:86])([CH3:87])[CH3:88]. The catalyst class is: 15. (7) Reactant: C1CC=CC=1.O=S1(=O)C=CC(=O)N1C1C=CC(C#N)=C(C(F)(F)F)C=1.[O:26]=[S:27]1(=[O:50])[N:35]([C:36]2[CH:43]=[CH:42][C:39]([C:40]#[N:41])=[C:38]([C:44]([F:47])([F:46])[F:45])[CH:37]=2)[C:34](=[O:48])[C@@H:33]2[C@H:28]1[C@H:29]1[CH2:49][C@@H:32]2[CH:31]=[CH:30]1. Product: [O:50]=[S:27]1(=[O:26])[N:35]([C:36]2[CH:43]=[CH:42][C:39]([C:40]#[N:41])=[C:38]([C:44]([F:47])([F:45])[F:46])[CH:37]=2)[C:34](=[O:48])[C@H:33]2[C@@H:28]1[C@H:29]1[CH2:49][C@@H:32]2[CH:31]=[CH:30]1. The catalyst class is: 2.